From a dataset of Full USPTO retrosynthesis dataset with 1.9M reactions from patents (1976-2016). Predict the reactants needed to synthesize the given product. (1) Given the product [Cl:21][C:17]1[CH:6]2[CH:7]([NH:8][C:9]3[C:5]2=[CH:4][C:3]([O:2][CH3:1])=[C:11]([O:12][CH3:13])[CH:10]=3)[N:14]=[CH:15][N:16]=1, predict the reactants needed to synthesize it. The reactants are: [CH3:1][O:2][C:3]1[CH:4]=[C:5]2[C:9](=[CH:10][C:11]=1[O:12][CH3:13])[NH:8][C:7]1[N:14]=[CH:15][NH:16][C:17](=O)[C:6]2=1.O=P(Cl)(Cl)[Cl:21]. (2) Given the product [N+:1]([C:4]1[CH:5]=[C:6]([CH2:22][OH:23])[C:7]([C:10]2[C:11]([CH2:19][OH:20])=[CH:12][C:13]([N+:16]([O-:18])=[O:17])=[CH:14][CH:15]=2)=[CH:8][CH:9]=1)([O-:3])=[O:2], predict the reactants needed to synthesize it. The reactants are: [N+:1]([C:4]1[CH:5]=[C:6]([C:22](O)=[O:23])[C:7]([C:10]2[C:11]([C:19](O)=[O:20])=[CH:12][C:13]([N+:16]([O-:18])=[O:17])=[CH:14][CH:15]=2)=[CH:8][CH:9]=1)([O-:3])=[O:2].O.Cl. (3) Given the product [CH2:26]([N:8]([CH2:1][C:2]1[CH:7]=[CH:6][CH:5]=[CH:4][CH:3]=1)[C:9]1[CH:14]=[C:13]2[CH:15]=[C:16]([C:17]([O:19][CH2:20][CH3:21])=[O:18])[NH:23][C:12]2=[CH:11][N:10]=1)[C:27]1[CH:32]=[CH:31][CH:30]=[CH:29][CH:28]=1, predict the reactants needed to synthesize it. The reactants are: [CH2:1]([N:8]([CH2:26][C:27]1[CH:32]=[CH:31][CH:30]=[CH:29][CH:28]=1)[C:9]1[CH:14]=[C:13](/[CH:15]=[C:16](\[O-])/[C:17]([O:19][CH2:20][CH3:21])=[O:18])[C:12]([N+:23]([O-])=O)=[CH:11][N:10]=1)[C:2]1[CH:7]=[CH:6][CH:5]=[CH:4][CH:3]=1.[K+]. (4) The reactants are: [N:1]1[CH:6]=[CH:5][C:4]([C:7]2[NH:16][C:10]3[N:11]=[CH:12][N:13]=[C:14](O)[C:9]=3[CH:8]=2)=[CH:3][CH:2]=1.P(Cl)(Cl)([Cl:19])=O. Given the product [Cl:19][C:14]1[C:9]2[CH:8]=[C:7]([C:4]3[CH:5]=[CH:6][N:1]=[CH:2][CH:3]=3)[NH:16][C:10]=2[N:11]=[CH:12][N:13]=1, predict the reactants needed to synthesize it. (5) Given the product [F:1][C:2]1[CH:7]=[CH:6][C:5]([C@H:8]([NH:10][C@H:11]2[CH2:15][CH2:14][C@@H:13]([C:16]3[CH:17]=[CH:18][C:19]([CH2:22][C:23]([N:32]4[CH2:33][CH:30]([OH:29])[CH2:31]4)=[O:25])=[CH:20][CH:21]=3)[CH2:12]2)[CH3:9])=[CH:4][C:3]=1[O:26][CH3:27], predict the reactants needed to synthesize it. The reactants are: [F:1][C:2]1[CH:7]=[CH:6][C:5]([C@H:8]([NH:10][C@H:11]2[CH2:15][CH2:14][C@@H:13]([C:16]3[CH:21]=[CH:20][C:19]([CH2:22][C:23]([OH:25])=O)=[CH:18][CH:17]=3)[CH2:12]2)[CH3:9])=[CH:4][C:3]=1[O:26][CH3:27].Cl.[OH:29][CH:30]1[CH2:33][NH:32][CH2:31]1.